Dataset: Full USPTO retrosynthesis dataset with 1.9M reactions from patents (1976-2016). Task: Predict the reactants needed to synthesize the given product. (1) Given the product [F:20][C:21]1[C:22]([N:36]=[C:3]([N:2]([CH3:7])[CH3:1])[CH2:4][CH3:5])=[N:23][C:24]([O:27][CH2:28][C:29]2[CH:30]=[CH:31][C:32]([F:35])=[CH:33][CH:34]=2)=[N:25][CH:26]=1, predict the reactants needed to synthesize it. The reactants are: [CH3:1][N:2]([CH3:7])[C:3](=O)[CH2:4][CH3:5].P(Cl)(Cl)(Cl)=O.C(N(CC)CC)C.[F:20][C:21]1[C:22]([NH2:36])=[N:23][C:24]([O:27][CH2:28][C:29]2[CH:34]=[CH:33][C:32]([F:35])=[CH:31][CH:30]=2)=[N:25][CH:26]=1. (2) Given the product [NH2:31][C:28]1[CH:29]=[CH:30][C:25]([O:24][CH2:23][CH2:22][CH2:21][CH2:20][Si:17]([CH3:19])([CH3:18])[O:16][Si:15]([CH3:35])([CH3:34])[O:14][Si:13]([CH2:12][CH2:11][CH2:10][CH2:9][O:8][C:7]2[CH:6]=[CH:5][C:4]([NH2:1])=[CH:39][CH:38]=2)([CH3:36])[CH3:37])=[CH:26][CH:27]=1, predict the reactants needed to synthesize it. The reactants are: [N+:1]([C:4]1[CH:39]=[CH:38][C:7]([O:8][CH2:9][CH2:10][CH2:11][CH2:12][Si:13]([CH3:37])([CH3:36])[O:14][Si:15]([CH3:35])([CH3:34])[O:16][Si:17]([CH2:20][CH2:21][CH2:22][CH2:23][O:24][C:25]2[CH:30]=[CH:29][C:28]([N+:31]([O-])=O)=[CH:27][CH:26]=2)([CH3:19])[CH3:18])=[CH:6][CH:5]=1)([O-])=O. (3) Given the product [C:38]([O:42][C:43]([N:45]1[CH2:50][CH2:49][N:48]([C:21]2[N:20]=[C:19]([O:18][C:11]3[C:12]4[C:17](=[CH:16][CH:15]=[CH:14][CH:13]=4)[C:8]([NH:7][C:5](=[O:6])[C:4]4[CH:29]=[C:30]([N:32]5[CH2:37][CH2:36][O:35][CH2:34][CH2:33]5)[CH:31]=[C:2]([F:1])[CH:3]=4)=[CH:9][CH:10]=3)[CH:24]=[CH:23][N:22]=2)[CH2:47][CH2:46]1)=[O:44])([CH3:41])([CH3:39])[CH3:40], predict the reactants needed to synthesize it. The reactants are: [F:1][C:2]1[CH:3]=[C:4]([CH:29]=[C:30]([N:32]2[CH2:37][CH2:36][O:35][CH2:34][CH2:33]2)[CH:31]=1)[C:5]([NH:7][C:8]1[C:17]2[C:12](=[CH:13][CH:14]=[CH:15][CH:16]=2)[C:11]([O:18][C:19]2[CH:24]=[CH:23][N:22]=[C:21](S(C)(=O)=O)[N:20]=2)=[CH:10][CH:9]=1)=[O:6].[C:38]([O:42][C:43]([N:45]1[CH2:50][CH2:49][NH:48][CH2:47][CH2:46]1)=[O:44])([CH3:41])([CH3:40])[CH3:39].